From a dataset of Reaction yield outcomes from USPTO patents with 853,638 reactions. Predict the reaction yield, written as a fraction of the theoretical maximum amount of product (1.0 means a 100% yield; for example, 0.34 means a 34% yield). (1) The product is [Br:1][C:2]1[C:3](=[O:14])[N:4]([CH3:15])[CH:5]=[C:6]([N:8]2[CH2:9][CH2:10][O:11][CH2:12][CH2:13]2)[CH:7]=1. The catalyst is CN(C=O)C. The yield is 0.870. The reactants are [Br:1][C:2]1[C:3]([OH:14])=[N:4][CH:5]=[C:6]([N:8]2[CH2:13][CH2:12][O:11][CH2:10][CH2:9]2)[CH:7]=1.[C:15](=O)([O-])[O-].[K+].[K+].IC. (2) The reactants are [OH-].[Na+].Cl.[NH2:4][CH2:5][CH2:6][NH:7][S:8]([C:11]1[C:12]2[CH:13]=[CH:14][N:15]=[C:16]([Cl:21])[C:17]=2[CH:18]=[CH:19][CH:20]=1)(=[O:10])=[O:9].CO. The catalyst is C1COCC1. The product is [NH2:4][CH2:5][CH2:6][NH:7][S:8]([C:11]1[C:12]2[CH:13]=[CH:14][N:15]=[C:16]([Cl:21])[C:17]=2[CH:18]=[CH:19][CH:20]=1)(=[O:9])=[O:10]. The yield is 0.900. (3) The reactants are C(=O)([O-])O.[Na+].Cl.[NH2:7][C:8]1[NH:13][C:12](=[O:14])[C:11]([CH2:15][NH2:16])=[N:10][N:9]=1.O=C1CCC(=O)N1[C@:24]1([C:40]([O-])=[O:41])[CH2:29][CH2:28][CH2:27][N:26]([C:30]([O:32][CH2:33][C:34]2[CH:39]=[CH:38][CH:37]=[CH:36][CH:35]=2)=[O:31])[CH2:25]1.C1COCC1. The catalyst is O.C(#N)C. The product is [NH2:7][C:8]1[NH:13][C:12](=[O:14])[C:11]([CH2:15][NH:16][C:40]([C@@H:24]2[CH2:29][CH2:28][CH2:27][N:26]([C:30]([O:32][CH2:33][C:34]3[CH:35]=[CH:36][CH:37]=[CH:38][CH:39]=3)=[O:31])[CH2:25]2)=[O:41])=[N:10][N:9]=1. The yield is 0.810.